This data is from Forward reaction prediction with 1.9M reactions from USPTO patents (1976-2016). The task is: Predict the product of the given reaction. (1) Given the reactants [Cl:1][C:2]1[N:7]=[C:6]([O:8][CH3:9])[C:5]([C:10]([OH:12])=O)=[C:4]([O:13][CH3:14])[N:3]=1.F[P-](F)(F)(F)(F)F.N1(OC(N(C)C)=[N+](C)C)C2N=CC=CC=2N=N1.C(N(CC)CC)C.[Cl:46][C:47]1[CH:54]=[CH:53][C:50]([CH2:51][NH2:52])=[CH:49][CH:48]=1, predict the reaction product. The product is: [Cl:1][C:2]1[N:3]=[C:4]([O:13][CH3:14])[C:5]([C:10]([NH:52][CH2:51][C:50]2[CH:53]=[CH:54][C:47]([Cl:46])=[CH:48][CH:49]=2)=[O:12])=[C:6]([O:8][CH3:9])[N:7]=1. (2) Given the reactants [CH2:1]([OH:11])[C@H:2]([C@@H:4]([C@@H:6]([C@H:8]([CH3:10])[OH:9])[OH:7])[OH:5])[OH:3].O=C[C@H]([C@@H]([C@@H]([C@H](C)O)O)O)O.[BH4-].[Na+], predict the reaction product. The product is: [CH2:1]([OH:11])[C@H:2]([C@@H:4]([C@@H:6]([C@H:8]([CH3:10])[OH:9])[OH:7])[OH:5])[OH:3]. (3) Given the reactants [C:1](/[CH:4]=[CH:5]/[C:6]1[C:11]2[CH2:12][C:13]3([O:18][C:10]=2[C:9]([O:19][CH3:20])=[CH:8][CH:7]=1)[CH2:17][CH2:16][CH2:15][CH2:14]3)([OH:3])=O.C(Cl)Cl.C1(N=C=NC2CCCCC2)CCCCC1.[NH2:39][C:40]1[CH:45]=[CH:44][N:43]=[CH:42][CH:41]=1, predict the reaction product. The product is: [CH3:20][O:19][C:9]1[C:10]2[O:18][C:13]3([CH2:17][CH2:16][CH2:15][CH2:14]3)[CH2:12][C:11]=2[C:6](/[CH:5]=[CH:4]/[C:1]([NH:39][C:40]2[CH:45]=[CH:44][N:43]=[CH:42][CH:41]=2)=[O:3])=[CH:7][CH:8]=1. (4) The product is: [Br:1][C:2]1[CH:3]=[C:4]2[C:9](=[CH:10][CH:11]=1)[N:8]=[CH:7][CH:6]=[C:5]2[CH2:12][C:25]([C:27]1[CH:32]=[CH:31][CH:30]=[C:29]([CH3:33])[N:28]=1)=[O:24]. Given the reactants [Br:1][C:2]1[CH:3]=[C:4]2[C:9](=[CH:10][CH:11]=1)[N:8]=[CH:7][CH:6]=[C:5]2[CH3:12].C[Si](C)(C)N[Si](C)(C)C.[K].C[O:24][C:25]([C:27]1[CH:32]=[CH:31][CH:30]=[C:29]([CH3:33])[N:28]=1)=O, predict the reaction product.